Predict the reaction yield, written as a fraction of the theoretical maximum amount of product (1.0 means a 100% yield; for example, 0.34 means a 34% yield). From a dataset of Reaction yield outcomes from USPTO patents with 853,638 reactions. (1) The reactants are [CH3:1][CH2:2][CH:3]([OH:6])[CH2:4][CH3:5].[H-].[Na+].[Cl:9][C:10]([Cl:14])([Cl:13])[C:11]#[N:12]. The catalyst is CCOCC. The product is [Cl:9][C:10]([Cl:14])([Cl:13])[C:11](=[NH:12])[O:6][CH:3]([CH2:4][CH3:5])[CH2:2][CH3:1]. The yield is 0.700. (2) The reactants are O=[C:2]([CH2:8][C:9](=[O:11])[CH3:10])[C:3]([O:5][CH2:6][CH3:7])=[O:4].Cl.[NH2:13]O.C(=O)(O)[O-].[Na+]. The catalyst is CCO. The product is [CH3:10][C:9]1[O:11][N:13]=[C:2]([C:3]([O:5][CH2:6][CH3:7])=[O:4])[CH:8]=1. The yield is 0.401. (3) The catalyst is C(Cl)Cl. The yield is 0.500. The product is [C:17]1([CH2:16][CH2:15][CH2:14][CH2:13][CH2:12][CH2:11][O:10][C:8](=[O:9])[NH:7][C@H:3]2[C:4](=[O:6])[O:5][C@H:2]2[CH3:23])[CH:22]=[CH:21][CH:20]=[CH:19][CH:18]=1. The reactants are O[C@@H:2]([CH3:23])[C@@H:3]([NH:7][C:8]([O:10][CH2:11][CH2:12][CH2:13][CH2:14][CH2:15][CH2:16][C:17]1[CH:22]=[CH:21][CH:20]=[CH:19][CH:18]=1)=[O:9])[C:4]([OH:6])=[O:5].CCN(CC)CC.CN(C(ON1N=NC2C=CC=CC1=2)=[N+](C)C)C.[B-](F)(F)(F)F. (4) The reactants are C[N:2](C)[CH:3]=[CH:4][C:5]([C:7]1[C:12](=[O:13])[CH:11]=[CH:10][N:9]([C:14]2[CH:15]=[N:16][CH:17]=[CH:18][CH:19]=2)[N:8]=1)=O.[C:21]1([NH:27]N)[CH:26]=[CH:25][CH:24]=[CH:23][CH:22]=1. The catalyst is CO. The product is [C:21]1([N:27]2[C:5]([C:7]3[C:12](=[O:13])[CH:11]=[CH:10][N:9]([C:14]4[CH:15]=[N:16][CH:17]=[CH:18][CH:19]=4)[N:8]=3)=[CH:4][CH:3]=[N:2]2)[CH:26]=[CH:25][CH:24]=[CH:23][CH:22]=1. The yield is 0.190.